Task: Predict which catalyst facilitates the given reaction.. Dataset: Catalyst prediction with 721,799 reactions and 888 catalyst types from USPTO (1) Reactant: [C:1]([C:4]1[C:13]2[C:8](=[CH:9][CH:10]=[CH:11][CH:12]=2)[C:7]([C:14]([OH:16])=O)=[CH:6][CH:5]=1)(=[O:3])[CH3:2].C1N=CN(C(N2C=NC=C2)=O)C=1.Cl.[NH2:30][CH2:31][C:32]([NH:34][CH2:35][C:36]([F:39])([F:38])[F:37])=[O:33].C(=O)([O-])[O-].[Na+].[Na+]. Product: [C:1]([C:4]1[C:13]2[C:8](=[CH:9][CH:10]=[CH:11][CH:12]=2)[C:7]([C:14]([NH:30][CH2:31][C:32](=[O:33])[NH:34][CH2:35][C:36]([F:39])([F:38])[F:37])=[O:16])=[CH:6][CH:5]=1)(=[O:3])[CH3:2]. The catalyst class is: 192. (2) Reactant: BrC1C=CC(S(O[CH2:12][P:13]([O:17][CH2:18][CH3:19])([CH2:15][CH3:16])=[O:14])(=O)=O)=CC=1.[C:20]([C:23]1[C:31]2[C:26](=[CH:27][C:28]([OH:32])=[CH:29][CH:30]=2)[N:25]([CH2:33][C:34]([N:36]2[CH2:40][C@H:39]([F:41])[CH2:38][C@H:37]2[C:42]([NH:44][CH2:45][C:46]2[CH:51]=[CH:50][CH:49]=[C:48]([Cl:52])[C:47]=2[F:53])=[O:43])=[O:35])[CH:24]=1)(=[O:22])[CH3:21].C([O-])([O-])=O.[Cs+].[Cs+]. Product: [CH2:18]([O:17][P:13]([CH2:12][O:32][C:28]1[CH:27]=[C:26]2[C:31]([C:23]([C:20](=[O:22])[CH3:21])=[CH:24][N:25]2[CH2:33][C:34]([N:36]2[CH2:40][C@H:39]([F:41])[CH2:38][C@H:37]2[C:42](=[O:43])[NH:44][CH2:45][C:46]2[CH:51]=[CH:50][CH:49]=[C:48]([Cl:52])[C:47]=2[F:53])=[O:35])=[CH:30][CH:29]=1)([CH2:15][CH3:16])=[O:14])[CH3:19]. The catalyst class is: 3. (3) Reactant: [OH:1][C:2]1[C:3](=[O:13])[C:4]2[C:9]([C:10](=[O:12])[CH:11]=1)=[CH:8][CH:7]=[CH:6][CH:5]=2.[H-].[Li+].[H][H].[CH2:18](Br)[CH:19]=[CH:20][CH3:21].[Li+].[I-].Cl.[CH3:26]S(C)=O. Product: [CH3:18][C:19]([CH3:26])=[CH:20][CH2:21][C:11]1[C:10](=[O:12])[C:9]2[CH:8]=[CH:7][CH:6]=[CH:5][C:4]=2[C:3](=[O:13])[C:2]=1[OH:1]. The catalyst class is: 34. (4) Reactant: [C:1]([O:5][C:6]([N:8]1[CH2:12][C@@H:11]([C:13]2[CH:18]=[CH:17][CH:16]=[CH:15][CH:14]=2)[CH2:10][C@H:9]1[C:19](O)=[O:20])=[O:7])([CH3:4])([CH3:3])[CH3:2].CCN(C(C)C)C(C)C.CN(C(ON1N=NC2C=CC=NC1=2)=[N+](C)C)C.F[P-](F)(F)(F)(F)F.[NH2:55][C:56]1[S:57][CH:58]=[C:59]([C:61]2[CH:72]=[CH:71][C:64]([C:65]([NH:67][CH:68]3[CH2:70][CH2:69]3)=[O:66])=[CH:63][CH:62]=2)[N:60]=1. Product: [C:1]([O:5][C:6]([N:8]1[CH2:12][C@@H:11]([C:13]2[CH:14]=[CH:15][CH:16]=[CH:17][CH:18]=2)[CH2:10][C@H:9]1[C:19](=[O:20])[NH:55][C:56]1[S:57][CH:58]=[C:59]([C:61]2[CH:62]=[CH:63][C:64]([C:65](=[O:66])[NH:67][CH:68]3[CH2:69][CH2:70]3)=[CH:71][CH:72]=2)[N:60]=1)=[O:7])([CH3:4])([CH3:3])[CH3:2]. The catalyst class is: 3. (5) Reactant: Cl[C:2]1[N:7]=[C:6]([C:8]2[CH:20]=[CH:19][C:11]3[N:12]=[C:13]([NH:15][C:16](=[O:18])[CH3:17])[S:14][C:10]=3[CH:9]=2)[CH:5]=[CH:4][N:3]=1.[NH2:21][CH:22]1[CH2:27][CH2:26][O:25][CH2:24][CH2:23]1.C(N(C(C)C)C(C)C)C. Product: [O:25]1[CH2:26][CH2:27][CH:22]([NH:21][C:2]2[N:7]=[C:6]([C:8]3[CH:20]=[CH:19][C:11]4[N:12]=[C:13]([NH:15][C:16](=[O:18])[CH3:17])[S:14][C:10]=4[CH:9]=3)[CH:5]=[CH:4][N:3]=2)[CH2:23][CH2:24]1. The catalyst class is: 16. (6) Reactant: [NH2:1][C:2]1[CH:7]=[CH:6][C:5]([OH:8])=[CH:4][CH:3]=1.CC(C)([O-])C.[K+].[C:15]([C:17]1[CH:22]=[C:21](Cl)[CH:20]=[CH:19][N:18]=1)#[N:16].C([O-])([O-])=O.[K+].[K+]. Product: [NH2:1][C:2]1[CH:7]=[CH:6][C:5]([O:8][C:21]2[CH:20]=[CH:19][N:18]=[C:17]([C:15]#[N:16])[CH:22]=2)=[CH:4][CH:3]=1. The catalyst class is: 3. (7) Reactant: [NH2:1][C:2]1[S:3][C:4]2[CH:10]=[C:9]([CH2:11][OH:12])[CH:8]=[CH:7][C:5]=2[N:6]=1.C(N(CC)CC)C.CNC1(NC)C=CN=CC1.[C:30]1([CH3:39])[CH:35]=[CH:34][C:33]([C:36](Cl)=[O:37])=[CH:32][CH:31]=1.[OH-].[Na+]. Product: [OH:12][CH2:11][C:9]1[CH:8]=[CH:7][C:5]2[NH:6][C:2](=[N:1][C:36](=[O:37])[C:33]3[CH:34]=[CH:35][C:30]([CH3:39])=[CH:31][CH:32]=3)[S:3][C:4]=2[CH:10]=1. The catalyst class is: 7. (8) Reactant: [Br:1][CH2:2][C:3]([C:5]1[CH:6]=[CH:7][C:8]2[O:13][C:12]([CH3:15])([CH3:14])OC[C:9]=2[CH:16]=1)=[O:4].B.C1C[O:21][CH2:20]C1. Product: [Br:1][CH2:2][C@@H:3]([C:5]1[CH:6]=[CH:7][C:8]2[O:13][C:12]([CH3:14])([CH3:15])[CH2:20][O:21][C:9]=2[CH:16]=1)[OH:4]. The catalyst class is: 1. (9) Reactant: [Br:1][C:2]1[CH:9]=[CH:8][C:5]([CH:6]=O)=[C:4]([O:10][CH:11]([C:13]#[CH:14])[CH3:12])[CH:3]=1.C1(P(C2C=CC=CC=2)(C2C=CC=CC=2)=[CH:22][CH:23]=[O:24])C=CC=CC=1. Product: [Br:1][C:2]1[CH:9]=[CH:8][C:5]([CH:6]=[CH:22][CH:23]=[O:24])=[C:4]([O:10][CH:11]([C:13]#[CH:14])[CH3:12])[CH:3]=1. The catalyst class is: 7. (10) Reactant: [C:1]([C:3]1([C:6]2[CH:7]=[C:8]([CH:36]=[CH:37][CH:38]=2)[C:9]([NH:11][C:12]2[CH:13]=[C:14]([CH:33]=[CH:34][CH:35]=2)[O:15][C:16]2[CH:17]=[CH:18][C:19]3[N:20]([CH:22]=[C:23]([NH:25][C:26]([CH:28]4[CH2:32][CH2:31][NH:30][CH2:29]4)=[O:27])[N:24]=3)[N:21]=2)=[O:10])[CH2:5][CH2:4]1)#[N:2].C=O.[C:41]([BH-](C#N)C#N)#N.[Na+].C(O)(=O)C. Product: [C:1]([C:3]1([C:6]2[CH:7]=[C:8]([CH:36]=[CH:37][CH:38]=2)[C:9]([NH:11][C:12]2[CH:13]=[C:14]([CH:33]=[CH:34][CH:35]=2)[O:15][C:16]2[CH:17]=[CH:18][C:19]3[N:20]([CH:22]=[C:23]([NH:25][C:26]([CH:28]4[CH2:32][CH2:31][N:30]([CH3:41])[CH2:29]4)=[O:27])[N:24]=3)[N:21]=2)=[O:10])[CH2:4][CH2:5]1)#[N:2]. The catalyst class is: 5.